Dataset: Full USPTO retrosynthesis dataset with 1.9M reactions from patents (1976-2016). Task: Predict the reactants needed to synthesize the given product. (1) Given the product [CH3:67][O:66][C:64](=[O:65])[CH2:63][CH2:62][N:53]([C:54]1([C:59](=[O:61])[NH:77][O:76][CH2:69][C:70]2[CH:75]=[CH:74][CH:73]=[CH:72][CH:71]=2)[CH2:55][CH2:56][CH2:57][CH2:58]1)[S:50]([C:47]1[CH:48]=[CH:49][C:44]([C:41]2[CH:40]=[CH:39][C:38]([F:37])=[CH:43][CH:42]=2)=[CH:45][CH:46]=1)(=[O:51])=[O:52], predict the reactants needed to synthesize it. The reactants are: C(N(C(C)C)CC)(C)C.F[P-](F)(F)(F)(F)F.N1(O[P+](N(C)C)(N(C)C)N(C)C)C2C=CC=CC=2N=N1.[F:37][C:38]1[CH:43]=[CH:42][C:41]([C:44]2[CH:49]=[CH:48][C:47]([S:50]([N:53]([CH2:62][CH2:63][C:64]([O:66][CH3:67])=[O:65])[C:54]3([C:59]([OH:61])=O)[CH2:58][CH2:57][CH2:56][CH2:55]3)(=[O:52])=[O:51])=[CH:46][CH:45]=2)=[CH:40][CH:39]=1.Cl.[CH2:69]([O:76][NH2:77])[C:70]1[CH:75]=[CH:74][CH:73]=[CH:72][CH:71]=1. (2) Given the product [O:20]([C:2]1[CH:7]=[CH:6][C:5]([C:8]([F:9])([F:10])[F:11])=[CH:4][C:3]=1[OH:12])[C:14]1[CH:19]=[CH:18][CH:17]=[CH:16][CH:15]=1, predict the reactants needed to synthesize it. The reactants are: F[C:2]1[CH:7]=[CH:6][C:5]([C:8]([F:11])([F:10])[F:9])=[CH:4][C:3]=1[O:12]C.[C:14]1([OH:20])[CH:19]=[CH:18][CH:17]=[CH:16][CH:15]=1.C(=O)([O-])[O-].[K+].[K+]. (3) Given the product [CH2:9]([CH:19]([CH2:23][CH2:24][CH2:25][CH2:26][CH2:27][CH2:28][CH2:29][CH2:30][CH2:31][CH2:32][CH2:33][CH3:34])[C:20]([O:7][CH2:6][CH2:5][CH2:4][CH2:3][CH2:2][CH2:1][OH:8])=[O:21])[CH2:10][CH2:11][CH2:12][CH2:13][CH2:14][CH2:15][CH2:16][CH2:17][CH3:18], predict the reactants needed to synthesize it. The reactants are: [CH2:1]([OH:8])[CH2:2][CH2:3][CH2:4][CH2:5][CH2:6][OH:7].[CH2:9]([CH:19]([CH2:23][CH2:24][CH2:25][CH2:26][CH2:27][CH2:28][CH2:29][CH2:30][CH2:31][CH2:32][CH2:33][CH3:34])[C:20](O)=[O:21])[CH2:10][CH2:11][CH2:12][CH2:13][CH2:14][CH2:15][CH2:16][CH2:17][CH3:18].C1CCC(N=C=NC2CCCCC2)CC1. (4) Given the product [C:36]([C@H:33]1[CH2:32][CH2:31][C@H:30]([O:29][C:26]2[CH:27]=[CH:28][C:23]([C:10]3[CH2:9][N:8]([C:6]([O:5][C:1]([CH3:2])([CH3:3])[CH3:4])=[O:7])[CH2:12][CH:11]=3)=[CH:24][CH:25]=2)[CH2:35][CH2:34]1)([CH3:39])([CH3:37])[CH3:38], predict the reactants needed to synthesize it. The reactants are: [C:1]([O:5][C:6]([N:8]1[CH2:12][CH:11]=[C:10](B2OC(C)(C)C(C)(C)O2)[CH2:9]1)=[O:7])([CH3:4])([CH3:3])[CH3:2].Br[C:23]1[CH:28]=[CH:27][C:26]([O:29][CH:30]2[CH2:35][CH2:34][CH:33]([C:36]([CH3:39])([CH3:38])[CH3:37])[CH2:32][CH2:31]2)=[CH:25][CH:24]=1.COCCOC.C(O)C.C([O-])(O)=O.[Na+]. (5) Given the product [CH3:24][C:25]1[CH:26]=[C:27]([CH:31]=[CH:32][CH:33]=1)[C:28]([O:23][C@@:9]1([C:14]#[C:15][C:16]2[CH:17]=[C:18]([CH3:22])[CH:19]=[CH:20][CH:21]=2)[CH2:10][CH2:11][CH2:12][C@@H:13]2[C@H:8]1[CH2:7][CH2:6][N:5]2[C:3]([O:2][CH3:1])=[O:4])=[O:29], predict the reactants needed to synthesize it. The reactants are: [CH3:1][O:2][C:3]([N:5]1[C@@H:13]2[C@@H:8]([C@@:9]([OH:23])([C:14]#[C:15][C:16]3[CH:17]=[C:18]([CH3:22])[CH:19]=[CH:20][CH:21]=3)[CH2:10][CH2:11][CH2:12]2)[CH2:7][CH2:6]1)=[O:4].[CH3:24][C:25]1[CH:26]=[C:27]([CH:31]=[CH:32][CH:33]=1)[C:28](O)=[O:29]. (6) Given the product [Cl:12][C:13]1[O:14][C:15]([S:8]([Cl:7])(=[O:11])=[O:9])=[CH:16][CH:17]=1, predict the reactants needed to synthesize it. The reactants are: P(Cl)(Cl)(Cl)(Cl)Cl.[Cl:7][S:8]([OH:11])(=O)=[O:9].[Cl:12][C:13]1[O:14][CH:15]=[CH:16][CH:17]=1. (7) Given the product [CH:25]1[C:26]2[C:31](=[CH:30][CH:29]=[CH:28][CH:27]=2)[CH:32]=[CH:33][C:24]=1[C:19]1[C:18]2[C:22](=[CH:23][C:15]([C:12]3[CH:13]=[CH:14][CH:9]=[C:10]([O:34][CH3:35])[C:11]=3[OH:38])=[CH:16][CH:17]=2)[NH:21][N:20]=1, predict the reactants needed to synthesize it. The reactants are: C(O[C:9]1[CH:14]=[CH:13][C:12]([C:15]2[CH:23]=[C:22]3[C:18]([C:19]([C:24]4[CH:33]=[CH:32][C:31]5[C:26](=[CH:27][CH:28]=[CH:29][CH:30]=5)[CH:25]=4)=[N:20][NH:21]3)=[CH:17][CH:16]=2)=[CH:11][C:10]=1[O:34][CH3:35])C1C=CC=CC=1.C(OCC)(=[O:38])C.